From a dataset of Catalyst prediction with 721,799 reactions and 888 catalyst types from USPTO. Predict which catalyst facilitates the given reaction. (1) The catalyst class is: 42. Reactant: [CH:1]1([NH:4][C:5]2[C:6]3[S:13][CH:12]=[C:11]([C:14]([OH:16])=O)[C:7]=3[N:8]=[CH:9][N:10]=2)[CH2:3][CH2:2]1.CN(C(ON1N=NC2C=CC=NC1=2)=[N+](C)C)C.F[P-](F)(F)(F)(F)F.C(N(CC)C(C)C)(C)C.[NH2:50][C:51]1[CH:52]=[C:53]([NH:58][C:59](=[O:76])[C:60]2[CH:65]=[CH:64][C:63]([N:66]3[CH2:71][CH2:70][O:69][CH2:68][CH2:67]3)=[C:62]([C:72]([F:75])([F:74])[F:73])[CH:61]=2)[CH:54]=[CH:55][C:56]=1[CH3:57]. Product: [CH:1]1([NH:4][C:5]2[C:6]3[S:13][CH:12]=[C:11]([C:14]([NH:50][C:51]4[CH:52]=[C:53]([NH:58][C:59](=[O:76])[C:60]5[CH:65]=[CH:64][C:63]([N:66]6[CH2:71][CH2:70][O:69][CH2:68][CH2:67]6)=[C:62]([C:72]([F:75])([F:74])[F:73])[CH:61]=5)[CH:54]=[CH:55][C:56]=4[CH3:57])=[O:16])[C:7]=3[N:8]=[CH:9][N:10]=2)[CH2:2][CH2:3]1. (2) Reactant: C[N:2](C)[CH:3]=[CH:4][C:5]([C:7]1[C:12](=[O:13])[C:11]([O:14][CH3:15])=[CH:10][N:9]([C:16]2[CH:21]=[CH:20][C:19]([N:22]3[CH:26]=[CH:25][CH:24]=[N:23]3)=[CH:18][C:17]=2[F:27])[N:8]=1)=O.[C:29]1([NH:35]N)[CH:34]=[CH:33][CH:32]=[CH:31][CH:30]=1.Cl. Product: [F:27][C:17]1[CH:18]=[C:19]([N:22]2[CH:26]=[CH:25][CH:24]=[N:23]2)[CH:20]=[CH:21][C:16]=1[N:9]1[CH:10]=[C:11]([O:14][CH3:15])[C:12](=[O:13])[C:7]([C:5]2[N:35]([C:29]3[CH:34]=[CH:33][CH:32]=[CH:31][CH:30]=3)[N:2]=[CH:3][CH:4]=2)=[N:8]1. The catalyst class is: 15. (3) The catalyst class is: 1. Product: [CH2:7]([O:6][C:4](=[O:5])[CH2:3][C:14]1([OH:16])[CH:15]=[C:10]([Cl:9])[C:11](=[O:18])[C:12]([Cl:17])=[CH:13]1)[CH3:8]. Reactant: Br[Zn][CH2:3][C:4]([O:6][CH2:7][CH3:8])=[O:5].[Cl:9][C:10]1[C:11](=[O:18])[C:12]([Cl:17])=[CH:13][C:14](=[O:16])[CH:15]=1.Cl.C(OCC)(=O)C.